This data is from Catalyst prediction with 721,799 reactions and 888 catalyst types from USPTO. The task is: Predict which catalyst facilitates the given reaction. (1) Reactant: Cl.[CH3:2][C:3]1[C:4]2[CH:12]=[CH:11][CH:10]=[CH:9][C:5]=2[S:6][C:7]=1[NH2:8].N1C=CC=CC=1.Cl[S:20]([C:23]1[CH:31]=[CH:30][C:26]([C:27]([OH:29])=[O:28])=[CH:25][CH:24]=1)(=[O:22])=[O:21]. Product: [CH3:2][C:3]1[C:4]2[CH:12]=[CH:11][CH:10]=[CH:9][C:5]=2[S:6][C:7]=1[NH:8][S:20]([C:23]1[CH:24]=[CH:25][C:26]([C:27]([OH:29])=[O:28])=[CH:30][CH:31]=1)(=[O:22])=[O:21]. The catalyst class is: 49. (2) Reactant: [N:1]1[CH:2]=[C:3]([C:10]2[CH:15]=[CH:14][N:13]=[C:12]([NH:16][C:17]3[CH:18]=[C:19]([CH:23]=[CH:24][CH:25]=3)[C:20](O)=[O:21])[N:11]=2)[N:4]2[CH:9]=[CH:8][CH:7]=[CH:6][C:5]=12.C(#[N:28])C.C1N=CN(C(N2C=NC=C2)=O)C=1.[OH-].[NH4+]. Product: [N:1]1[CH:2]=[C:3]([C:10]2[CH:15]=[CH:14][N:13]=[C:12]([NH:16][C:17]3[CH:18]=[C:19]([CH:23]=[CH:24][CH:25]=3)[C:20]([NH2:28])=[O:21])[N:11]=2)[N:4]2[CH:9]=[CH:8][CH:7]=[CH:6][C:5]=12. The catalyst class is: 3.